This data is from Peptide-MHC class I binding affinity with 185,985 pairs from IEDB/IMGT. The task is: Regression. Given a peptide amino acid sequence and an MHC pseudo amino acid sequence, predict their binding affinity value. This is MHC class I binding data. (1) The peptide sequence is LTILIRTGLL. The MHC is Mamu-A02 with pseudo-sequence Mamu-A02. The binding affinity (normalized) is 0.680. (2) The peptide sequence is RVHFHRFMY. The MHC is HLA-A80:01 with pseudo-sequence HLA-A80:01. The binding affinity (normalized) is 0.797.